From a dataset of NCI-60 drug combinations with 297,098 pairs across 59 cell lines. Regression. Given two drug SMILES strings and cell line genomic features, predict the synergy score measuring deviation from expected non-interaction effect. (1) Drug 1: C1C(C(OC1N2C=NC3=C(N=C(N=C32)Cl)N)CO)O. Drug 2: CCCCCOC(=O)NC1=NC(=O)N(C=C1F)C2C(C(C(O2)C)O)O. Cell line: SF-295. Synergy scores: CSS=3.45, Synergy_ZIP=0.230, Synergy_Bliss=2.37, Synergy_Loewe=-3.74, Synergy_HSA=-1.15. (2) Drug 1: CC=C1C(=O)NC(C(=O)OC2CC(=O)NC(C(=O)NC(CSSCCC=C2)C(=O)N1)C(C)C)C(C)C. Drug 2: CC(C)CN1C=NC2=C1C3=CC=CC=C3N=C2N. Cell line: HCT116. Synergy scores: CSS=59.8, Synergy_ZIP=-1.79, Synergy_Bliss=-5.87, Synergy_Loewe=-41.4, Synergy_HSA=-5.69.